This data is from Reaction yield outcomes from USPTO patents with 853,638 reactions. The task is: Predict the reaction yield, written as a fraction of the theoretical maximum amount of product (1.0 means a 100% yield; for example, 0.34 means a 34% yield). (1) The reactants are [CH3:1][C:2]1[O:6][N:5]=[C:4]([C:7]2[CH:12]=[CH:11][CH:10]=[CH:9][CH:8]=2)[C:3]=1[CH2:13][OH:14].[CH2:15]([O:17][C:18](=[O:28])[C:19]1[CH:24]=[C:23]([Br:25])[C:22](O)=[N:21][C:20]=1[CH3:27])[CH3:16]. No catalyst specified. The product is [CH2:15]([O:17][C:18](=[O:28])[C:19]1[CH:24]=[C:23]([Br:25])[C:22]([O:14][CH2:13][C:3]2[C:4]([C:7]3[CH:12]=[CH:11][CH:10]=[CH:9][CH:8]=3)=[N:5][O:6][C:2]=2[CH3:1])=[N:21][C:20]=1[CH3:27])[CH3:16]. The yield is 0.760. (2) The catalyst is CO.[Pd]. The product is [NH2:1][CH2:4][C@@H:5]([NH:13][C:14](=[O:20])[O:15][C:16]([CH3:18])([CH3:17])[CH3:19])[CH2:6][CH:7]1[CH2:12][CH2:11][CH2:10][CH2:9][CH2:8]1. The reactants are [N:1]([CH2:4][C@@H:5]([NH:13][C:14](=[O:20])[O:15][C:16]([CH3:19])([CH3:18])[CH3:17])[CH2:6][CH:7]1[CH2:12][CH2:11][CH2:10][CH2:9][CH2:8]1)=[N+]=[N-].N#N. The yield is 0.900. (3) The reactants are [F:1][C:2]1[CH:10]=[CH:9][C:8]([N:11]([CH3:20])[S:12]([C:15]2[S:16][CH:17]=[CH:18][CH:19]=2)(=[O:14])=[O:13])=[C:7]2[C:3]=1[CH:4]=[C:5]([C:25]1[S:26][CH:27]=[CH:28][N:29]=1)[N:6]2OCOC.Cl.O1CCCC1.C(O)C. The catalyst is C(OCC)(=O)C. The product is [F:1][C:2]1[CH:10]=[CH:9][C:8]([N:11]([CH3:20])[S:12]([C:15]2[S:16][CH:17]=[CH:18][CH:19]=2)(=[O:13])=[O:14])=[C:7]2[C:3]=1[CH:4]=[C:5]([C:25]1[S:26][CH:27]=[CH:28][N:29]=1)[NH:6]2. The yield is 0.490. (4) The reactants are [CH2:1]([O:8][C:9]1[CH:21]=[C:20]2[C:12]([C:13]3[CH:14]=[CH:15][C:16]([N:22]([CH3:25])[CH:23]=[O:24])=[CH:17][C:18]=3[NH:19]2)=[CH:11][CH:10]=1)[C:2]1[CH:7]=[CH:6][CH:5]=[CH:4][CH:3]=1.[H-].[Na+].[C:28](=O)([O:34]C1C=CC=CC=1)[O:29][C:30]([CH3:33])([CH3:32])[CH3:31]. The catalyst is C1COCC1. The product is [CH2:1]([O:8][C:9]1[CH:10]=[CH:11][C:12]2[C:13]3[C:18](=[CH:17][C:16]([N:22]([CH3:25])[CH:23]=[O:24])=[CH:15][CH:14]=3)[N:19]([C:28]([O:29][C:30]([CH3:33])([CH3:32])[CH3:31])=[O:34])[C:20]=2[CH:21]=1)[C:2]1[CH:3]=[CH:4][CH:5]=[CH:6][CH:7]=1. The yield is 0.660.